This data is from Retrosynthesis with 50K atom-mapped reactions and 10 reaction types from USPTO. The task is: Predict the reactants needed to synthesize the given product. (1) Given the product CC(C)(C)OC(=O)NCCOc1ccc(Br)nc1, predict the reactants needed to synthesize it. The reactants are: CC(C)(C)OC(=O)NCCBr.Oc1ccc(Br)nc1. (2) Given the product O=C(Cc1cccc2nccn12)NCCCn1c(=O)c(-c2ccccc2)c2n(c1=O)CCCS2(=O)=O, predict the reactants needed to synthesize it. The reactants are: NCCCn1c(=O)c(-c2ccccc2)c2n(c1=O)CCCS2(=O)=O.O=C(O)Cc1cccc2nccn12. (3) Given the product COc1ccc(S(N)(=O)=O)cc1C(=O)NC1CCN(C2CCCCC2)C1, predict the reactants needed to synthesize it. The reactants are: COc1ccc(S(N)(=O)=O)cc1C(=O)O.NC1CCN(C2CCCCC2)C1. (4) The reactants are: COC(=O)c1ccc(-c2ccc(NCCN(C[C@H](O)c3cccc(Cl)c3)C(=O)OC(C)(C)C)cc2)cc1OC1CCCCC1. Given the product CC(C)(C)OC(=O)N(CCNc1ccc(-c2ccc(C(=O)O)c(OC3CCCCC3)c2)cc1)C[C@H](O)c1cccc(Cl)c1, predict the reactants needed to synthesize it. (5) Given the product CN(CC(=O)O)c1cccc(C#N)c1, predict the reactants needed to synthesize it. The reactants are: CNCC(=O)O.N#Cc1cccc(I)c1. (6) Given the product C[C@H](O)Cc1ccc(Nc2cc(-c3cccc(Cl)c3)nc3c2CCC3)cc1, predict the reactants needed to synthesize it. The reactants are: C[C@H](O)Cc1ccc(N)cc1.Clc1cccc(-c2cc(Cl)c3c(n2)CCC3)c1.